From a dataset of Forward reaction prediction with 1.9M reactions from USPTO patents (1976-2016). Predict the product of the given reaction. The product is: [C:19]([C:23]1[CH:11]([C:10]2[CH:13]=[CH:14][CH:15]=[C:16]([Cl:17])[C:9]=2[Cl:8])[C:23]2[C:19](=[N:20][NH:21][CH:22]=2)[NH:18][C:22]=1[CH:4]1[CH2:1][CH2:2]1)#[N:18]. Given the reactants [CH:1]1([C:4](OC)=O)C[CH2:2]1.[Cl:8][C:9]1[C:16]([Cl:17])=[CH:15][CH:14]=[CH:13][C:10]=1[CH:11]=O.[NH2:18][C:19]1[CH:23]=[CH:22][NH:21][N:20]=1, predict the reaction product.